Task: Predict the product of the given reaction.. Dataset: Forward reaction prediction with 1.9M reactions from USPTO patents (1976-2016) Given the reactants [C:1]([O:5][C:6](=[O:18])[CH2:7][CH:8]([C:14]([O:16][CH3:17])=[O:15])[CH2:9][CH2:10][C:11]([OH:13])=O)([CH3:4])([CH3:3])[CH3:2].C1C=CC2N(O)N=NC=2C=1.[C:29]([O:48][NH2:49])([C:42]1[CH:47]=[CH:46][CH:45]=[CH:44][CH:43]=1)([C:36]1[CH:41]=[CH:40][CH:39]=[CH:38][CH:37]=1)[C:30]1[CH:35]=[CH:34][CH:33]=[CH:32][CH:31]=1.CC(C)N=C=NC(C)C, predict the reaction product. The product is: [CH3:17][O:16][C:14](=[O:15])[CH:8]([CH2:9][CH2:10][C:11](=[O:13])[NH:49][O:48][C:29]([C:30]1[CH:35]=[CH:34][CH:33]=[CH:32][CH:31]=1)([C:42]1[CH:43]=[CH:44][CH:45]=[CH:46][CH:47]=1)[C:36]1[CH:37]=[CH:38][CH:39]=[CH:40][CH:41]=1)[CH2:7][C:6]([O:5][C:1]([CH3:2])([CH3:3])[CH3:4])=[O:18].